Dataset: Full USPTO retrosynthesis dataset with 1.9M reactions from patents (1976-2016). Task: Predict the reactants needed to synthesize the given product. (1) Given the product [C:22]1([C:20]2[N:21]=[C:5]([CH2:4][C:3]([O:9][CH2:10][CH3:11])=[O:8])[N:17]=[N:18][C:19]=2[C:28]2[CH:33]=[CH:32][CH:31]=[CH:30][CH:29]=2)[CH:23]=[CH:24][CH:25]=[CH:26][CH:27]=1, predict the reactants needed to synthesize it. The reactants are: [H-].[Na+].[C:3]([O:9][CH2:10][CH3:11])(=[O:8])[CH2:4][C:5](C)=O.CS(C1[N:17]=[N:18][C:19]([C:28]2[CH:33]=[CH:32][CH:31]=[CH:30][CH:29]=2)=[C:20]([C:22]2[CH:27]=[CH:26][CH:25]=[CH:24][CH:23]=2)[N:21]=1)(=O)=O. (2) The reactants are: [CH3:1][O:2][C:3](=[O:14])[C:4](=[CH:9][CH:10]=[CH:11]OC)[C:5]([O:7][CH3:8])=[O:6].[NH2:15][C:16]1[CH:21]=[CH:20][CH:19]=[CH:18][CH:17]=1. Given the product [C:16]1([NH:15]/[CH:11]=[CH:10]/[CH:9]=[C:4]([C:3]([O:2][CH3:1])=[O:14])[C:5]([O:7][CH3:8])=[O:6])[CH:21]=[CH:20][CH:19]=[CH:18][CH:17]=1, predict the reactants needed to synthesize it. (3) Given the product [N:1]([C@@H:4]([C@@H:41]([C:50]1[CH:55]=[CH:54][C:53]([Cl:56])=[CH:52][CH:51]=1)[C:42]1[CH:43]=[N:44][C:45]([O:48][CH3:49])=[CH:46][CH:47]=1)[C:5]([NH:7][C:8]1[CH:13]=[CH:12][CH:11]=[C:10]([F:14])[C:9]=1[CH2:15][CH2:16][C@@H:17]1[N:31]([S:32]([C:35]2[CH:40]=[CH:39][CH:38]=[CH:37][CH:36]=2)(=[O:33])=[O:34])[CH2:28][CH2:27][N:19]([C:20]([O:21][C:22]([CH3:24])([CH3:25])[CH3:23])=[O:26])[CH2:18]1)=[O:6])=[N+:2]=[N-:3], predict the reactants needed to synthesize it. The reactants are: [N:1]([C@@H:4]([C@@H:41]([C:50]1[CH:55]=[CH:54][C:53]([Cl:56])=[CH:52][CH:51]=1)[C:42]1[CH:43]=[N:44][C:45]([O:48][CH3:49])=[CH:46][CH:47]=1)[C:5]([NH:7][C:8]1[CH:13]=[CH:12][CH:11]=[C:10]([F:14])[C:9]=1[CH2:15][CH2:16][C@H:17]([NH:31][S:32]([C:35]1[CH:40]=[CH:39][CH:38]=[CH:37][CH:36]=1)(=[O:34])=[O:33])[CH2:18][N:19]([CH2:27][C@@H:28](O)C)[C:20](=[O:26])[O:21][C:22]([CH3:25])([CH3:24])[CH3:23])=[O:6])=[N+:2]=[N-:3].CC(OC(/N=N/C(OC(C)C)=O)=O)C.C1(P(C2C=CC=CC=2)C2C=CC=CC=2)C=CC=CC=1. (4) Given the product [OH:47][CH2:44][C:45]([N:30]1[CH2:31][CH2:32][C@@H:28]([O:27][C:22]2[CH:21]=[CH:20][C:19]([C:18]3[CH:17]=[CH:16][N:15]=[C:14]4[NH:33][C:11]([C:8]5[CH:7]=[CH:6][C:5]([C:2]([OH:1])([CH3:4])[CH3:3])=[CH:10][CH:9]=5)=[CH:12][C:13]=34)=[CH:26][C:23]=2[C:24]#[N:25])[CH2:29]1)=[O:46], predict the reactants needed to synthesize it. The reactants are: [OH:1][C:2]([C:5]1[CH:10]=[CH:9][C:8]([C:11]2[N:33](S(C3C=CC(C)=CC=3)(=O)=O)[C:14]3=[N:15][CH:16]=[CH:17][C:18]([C:19]4[CH:20]=[CH:21][C:22]([O:27][C@@H:28]5[CH2:32][CH2:31][NH:30][CH2:29]5)=[C:23]([CH:26]=4)[C:24]#[N:25])=[C:13]3[CH:12]=2)=[CH:7][CH:6]=1)([CH3:4])[CH3:3].[C:44](O)(=[O:47])[CH2:45][OH:46].CN(C(ON1N=NC2C=CC=NC1=2)=[N+](C)C)C.F[P-](F)(F)(F)(F)F.C([O-])([O-])=O.[Cs+].[Cs+]. (5) Given the product [C:33]1([C:41]2[CH:42]=[CH:43][CH:44]=[CH:45][CH:46]=2)[CH:34]=[CH:35][C:36]([CH2:39][NH:40][C:10](=[O:32])[CH2:11][C@@H:12]2[CH2:23][CH:22]=[CH:21][CH2:20][CH2:19][C:18](=[O:24])[O:17][C@H:16]([C:25]3[CH:26]=[CH:27][CH:28]=[CH:29][CH:30]=3)[CH2:15][NH:14][C:13]2=[O:31])=[CH:37][CH:38]=1, predict the reactants needed to synthesize it. The reactants are: ClC1N=CC(CN[C:10](=[O:32])[CH2:11][C@@H:12]2[CH2:23][CH:22]=[CH:21][CH2:20][CH2:19][C:18](=[O:24])[O:17][C@H:16]([C:25]3[CH:30]=[CH:29][CH:28]=[CH:27][CH:26]=3)[CH2:15][NH:14][C:13]2=[O:31])=CC=1.[C:33]1([C:41]2[CH:46]=[CH:45][CH:44]=[CH:43][CH:42]=2)[CH:38]=[CH:37][C:36]([CH2:39][NH2:40])=[CH:35][CH:34]=1. (6) Given the product [Cl:11][C:12]1[C:17]([NH:10][CH2:9][CH2:8][O:1][C:2]2[CH:7]=[CH:6][CH:5]=[CH:4][CH:3]=2)=[N:16][CH:15]=[CH:14][N:13]=1, predict the reactants needed to synthesize it. The reactants are: [O:1]([CH2:8][CH2:9][NH2:10])[C:2]1[CH:7]=[CH:6][CH:5]=[CH:4][CH:3]=1.[Cl:11][C:12]1[C:17](Cl)=[N:16][CH:15]=[CH:14][N:13]=1.C([O-])([O-])=O.[K+].[K+]. (7) Given the product [C@@H:1]12[N:8]([C:9]3[N:10]=[C:11]([N:26]([CH3:27])[CH3:24])[CH:16]=[C:15]([CH3:14])[N:36]=3)[CH2:7][C@@H:6]1[CH2:5][CH2:4][NH:3][CH2:2]2, predict the reactants needed to synthesize it. The reactants are: [CH:1]12[N:8]([C:9]3C=N[C:16]4[C:11](=CC=[CH:14][CH:15]=4)[N:10]=3)[CH2:7][CH:6]1[CH2:5][CH2:4][NH:3][CH2:2]2.C(O[C:24]([N:26]1CCC2C(NC2)[CH2:27]1)=O)(C)(C)C.ClC1C=C(C)N=C(N(C)C)[N:36]=1.ClC1C=NC2C(=CC=CC=2)N=1.